From a dataset of Forward reaction prediction with 1.9M reactions from USPTO patents (1976-2016). Predict the product of the given reaction. The product is: [Cl:1][C:2]1[CH:7]=[CH:6][C:5]([Cl:8])=[CH:4][C:3]=1[C:9]1[C:10]2[C:26](=[O:27])[CH2:25][CH2:24][C:11]=2[N:12]([CH2:16][C:17]([OH:19])=[O:18])[C:13](=[O:15])[CH:14]=1. Given the reactants [Cl:1][C:2]1[CH:7]=[CH:6][C:5]([Cl:8])=[CH:4][C:3]=1[C:9]1[C:10]2[C:26](=[O:27])[CH2:25][CH2:24][C:11]=2[N:12]([CH2:16][C:17]([O:19]C(C)(C)C)=[O:18])[C:13](=[O:15])[CH:14]=1.C(O)(C(F)(F)F)=O, predict the reaction product.